Dataset: Forward reaction prediction with 1.9M reactions from USPTO patents (1976-2016). Task: Predict the product of the given reaction. (1) Given the reactants [CH3:1][O:2][C:3](=[O:26])[CH2:4][C:5]1[CH:10]=[CH:9][CH:8]=[C:7]([O:11][C:12]2[CH:17]=[CH:16][C:15]([C:18]([F:21])([F:20])[F:19])=[CH:14][C:13]=2[CH2:22][NH:23][CH2:24][CH3:25])[CH:6]=1.[C:27]1([CH3:37])[CH:32]=[CH:31][C:30]([S:33](Cl)(=[O:35])=[O:34])=[CH:29][CH:28]=1, predict the reaction product. The product is: [CH3:1][O:2][C:3](=[O:26])[CH2:4][C:5]1[CH:10]=[CH:9][CH:8]=[C:7]([O:11][C:12]2[CH:17]=[CH:16][C:15]([C:18]([F:20])([F:19])[F:21])=[CH:14][C:13]=2[CH2:22][N:23]([CH2:24][CH3:25])[S:33]([C:30]2[CH:31]=[CH:32][C:27]([CH3:37])=[CH:28][CH:29]=2)(=[O:35])=[O:34])[CH:6]=1. (2) Given the reactants Cl.C(OC([N:9]1[CH2:13][C@@H:12]([CH3:14])[CH2:11][C@H:10]1[C:15]1[NH:16][C:17]([C:20]2[CH:25]=[CH:24][C:23]([C:26]3[CH:27]=[C:28]4[C:33](=[CH:34][CH:35]=3)[CH:32]=[C:31]([C:36]3[NH:40][C:39]([C@@H:41]5[CH2:45][C@H:44]([CH3:46])[CH2:43][N:42]5C(OC(C)(C)C)=O)=[N:38][C:37]=3[Cl:54])[CH:30]=[CH:29]4)=[CH:22][CH:21]=2)=[CH:18][N:19]=1)=O)(C)(C)C, predict the reaction product. The product is: [Cl:54][C:37]1[N:38]=[C:39]([C@@H:41]2[CH2:45][C@H:44]([CH3:46])[CH2:43][NH:42]2)[NH:40][C:36]=1[C:31]1[CH:30]=[CH:29][C:28]2[C:33](=[CH:34][CH:35]=[C:26]([C:23]3[CH:22]=[CH:21][C:20]([C:17]4[NH:16][C:15]([C@@H:10]5[CH2:11][C@H:12]([CH3:14])[CH2:13][NH:9]5)=[N:19][CH:18]=4)=[CH:25][CH:24]=3)[CH:27]=2)[CH:32]=1. (3) Given the reactants [Cl:1][C:2]1[CH:7]=[CH:6][C:5]([N:8]([S:15]([C:18]2[CH:23]=[CH:22][C:21]([O:24][CH3:25])=[C:20]([O:26][CH3:27])[CH:19]=2)(=[O:17])=[O:16])[C@H:9]([C:11]([O:13]C)=[O:12])[CH3:10])=[C:4]([CH2:28][C:29]2[C:34]([F:35])=[CH:33][CH:32]=[CH:31][C:30]=2[F:36])[CH:3]=1.O.[OH-].[Li+], predict the reaction product. The product is: [Cl:1][C:2]1[CH:7]=[CH:6][C:5]([N:8]([S:15]([C:18]2[CH:23]=[CH:22][C:21]([O:24][CH3:25])=[C:20]([O:26][CH3:27])[CH:19]=2)(=[O:16])=[O:17])[C@H:9]([C:11]([OH:13])=[O:12])[CH3:10])=[C:4]([CH2:28][C:29]2[C:34]([F:35])=[CH:33][CH:32]=[CH:31][C:30]=2[F:36])[CH:3]=1. (4) Given the reactants [CH3:1][N:2]1[C:10]2[C:5](=[CH:6][CH:7]=[CH:8][CH:9]=2)[C:4]([CH2:11][CH:12]([CH3:14])[CH3:13])=[C:3]1[C:15]([NH:17][C@H:18]([C:22]([NH:24][CH:25]([C:34](=[O:37])[CH2:35]Br)[CH2:26][C:27]([O:29][C:30]([CH3:33])([CH3:32])[CH3:31])=[O:28])=[O:23])[CH:19]([CH3:21])[CH3:20])=[O:16].[F-].[K+].[F:40][C:41]1[CH:46]=[CH:45][CH:44]=[CH:43][C:42]=1[OH:47].CCCCCC.CCOC(C)=O, predict the reaction product. The product is: [CH3:1][N:2]1[C:10]2[C:5](=[CH:6][CH:7]=[CH:8][CH:9]=2)[C:4]([CH2:11][CH:12]([CH3:14])[CH3:13])=[C:3]1[C:15]([NH:17][C@H:18]([C:22]([NH:24][CH:25]([C:34](=[O:37])[CH2:35][O:47][C:42]1[CH:43]=[CH:44][CH:45]=[CH:46][C:41]=1[F:40])[CH2:26][C:27]([O:29][C:30]([CH3:33])([CH3:32])[CH3:31])=[O:28])=[O:23])[CH:19]([CH3:21])[CH3:20])=[O:16]. (5) The product is: [CH3:2][C:3]1[CH:27]=[CH:26][C:6]([C:7]([NH:9][C:10]2[CH:15]=[C:14]([C:16]([F:17])([F:18])[F:19])[CH:13]=[C:12]([N:20]3[CH:24]=[C:23]([CH3:25])[N:22]=[CH:21]3)[CH:11]=2)=[O:8])=[CH:5][C:4]=1[NH:28][C:29]1[N:34]=[C:33]([C:35]2[CH:36]=[N:37][CH:38]=[CH:39][CH:40]=2)[CH:32]=[CH:31][N:30]=1. Given the reactants Cl.[CH3:2][C:3]1[CH:27]=[CH:26][C:6]([C:7]([NH:9][C:10]2[CH:15]=[C:14]([C:16]([F:19])([F:18])[F:17])[CH:13]=[C:12]([N:20]3[CH:24]=[C:23]([CH3:25])[N:22]=[CH:21]3)[CH:11]=2)=[O:8])=[CH:5][C:4]=1[NH:28][C:29]1[N:34]=[C:33]([C:35]2[CH:36]=[N:37][CH:38]=[CH:39][CH:40]=2)[CH:32]=[CH:31][N:30]=1.O, predict the reaction product. (6) Given the reactants [CH:1]([C:3]1[CH:12]=[CH:11][C:6]([C:7]([O:9][CH3:10])=[O:8])=[C:5]([CH3:13])[CH:4]=1)=O.[NH2:14][CH2:15][CH2:16][C:17]1[C:25]2[C:20](=[CH:21][CH:22]=[CH:23][CH:24]=2)[NH:19][CH:18]=1.[CH3:26][C:27]([CH2:29][C:30]([C:32](OC)=[O:33])=[O:31])=[O:28], predict the reaction product. The product is: [NH:19]1[C:20]2[C:25](=[CH:24][CH:23]=[CH:22][CH:21]=2)[C:17]([CH2:16][CH2:15][N:14]2[C:32](=[O:33])[C:30]([OH:31])=[C:29]([C:27](=[O:28])[CH3:26])[CH:1]2[C:3]2[CH:12]=[CH:11][C:6]([C:7]([O:9][CH3:10])=[O:8])=[C:5]([CH3:13])[CH:4]=2)=[CH:18]1. (7) Given the reactants Cl[C:2]1[C:11]2=[N:12][N:13](CC3C=CC(OC)=CC=3)[CH:14]=[C:10]2[C:9]2[CH:8]=[C:7]([O:24][CH3:25])[CH:6]=[CH:5][C:4]=2[N:3]=1.[NH2:26][C:27]1[CH:28]=[CH:29][C:30]([O:37][CH3:38])=[C:31]([NH:33][C:34](=[O:36])[CH3:35])[CH:32]=1.Cl, predict the reaction product. The product is: [CH3:38][O:37][C:30]1[CH:29]=[CH:28][C:27]([NH:26][C:2]2[C:11]3=[N:12][NH:13][CH:14]=[C:10]3[C:9]3[CH:8]=[C:7]([O:24][CH3:25])[CH:6]=[CH:5][C:4]=3[N:3]=2)=[CH:32][C:31]=1[NH:33][C:34](=[O:36])[CH3:35]. (8) Given the reactants [C:1]([O:5][C:6]([N:8]1[C:13]2[CH:14]=[C:15]([Cl:19])[C:16]([OH:18])=[CH:17][C:12]=2[O:11][CH:10]([C:20]([N:22]2[CH2:27][CH2:26][C:25]([C:36]#[N:37])([CH2:28][C:29]3[CH:30]=[N:31][C:32]([F:35])=[CH:33][CH:34]=3)[CH2:24][CH2:23]2)=[O:21])[CH2:9]1)=[O:7])([CH3:4])([CH3:3])[CH3:2].[C:38]([O-])([O-])=O.[K+].[K+].CI, predict the reaction product. The product is: [C:1]([O:5][C:6]([N:8]1[C:13]2[CH:14]=[C:15]([Cl:19])[C:16]([O:18][CH3:38])=[CH:17][C:12]=2[O:11][CH:10]([C:20]([N:22]2[CH2:23][CH2:24][C:25]([C:36]#[N:37])([CH2:28][C:29]3[CH:30]=[N:31][C:32]([F:35])=[CH:33][CH:34]=3)[CH2:26][CH2:27]2)=[O:21])[CH2:9]1)=[O:7])([CH3:4])([CH3:2])[CH3:3]. (9) Given the reactants [OH:1][C:2]1[CH:9]=[CH:8][C:5]([CH:6]=O)=[CH:4][CH:3]=1.[CH3:10][C@H:11]1[CH2:16][NH:15][C@H:14]([CH3:17])[CH2:13][N:12]1[C@H:18]([C:25]1[CH:37]=[CH:36][C:28]([C:29]([N:31]([CH2:34][CH3:35])[CH2:32][CH3:33])=[O:30])=[CH:27][CH:26]=1)[C:19]1[CH:24]=[CH:23][CH:22]=[CH:21][CH:20]=1.C(O[BH-](OC(=O)C)OC(=O)C)(=O)C.[Na+], predict the reaction product. The product is: [CH3:10][C@H:11]1[CH2:16][N:15]([CH2:6][C:5]2[CH:8]=[CH:9][C:2]([OH:1])=[CH:3][CH:4]=2)[C@H:14]([CH3:17])[CH2:13][N:12]1[C@H:18]([C:25]1[CH:26]=[CH:27][C:28]([C:29]([N:31]([CH2:34][CH3:35])[CH2:32][CH3:33])=[O:30])=[CH:36][CH:37]=1)[C:19]1[CH:20]=[CH:21][CH:22]=[CH:23][CH:24]=1. (10) Given the reactants [CH3:1][O:2][C:3]([C:5]1[N:6]([CH2:26][C:27]2[CH:32]=[CH:31][C:30]([S:33]([CH3:36])(=[O:35])=[O:34])=[CH:29][CH:28]=2)[C:7](=[O:25])[C:8]2[C:13]([C:14]=1[C:15]1[CH:20]=[CH:19][C:18]([C:21]([OH:23])=O)=[CH:17][CH:16]=1)=[CH:12][C:11]([Cl:24])=[CH:10][CH:9]=2)=[O:4].[N:37]1([CH2:43][CH2:44][CH2:45][NH2:46])[CH2:42][CH2:41][O:40][CH2:39][CH2:38]1.Cl.C(N=C=NCCCN(C)C)C.O.OC1C2N=NNC=2C=CC=1, predict the reaction product. The product is: [CH3:1][O:2][C:3]([C:5]1[N:6]([CH2:26][C:27]2[CH:32]=[CH:31][C:30]([S:33]([CH3:36])(=[O:35])=[O:34])=[CH:29][CH:28]=2)[C:7](=[O:25])[C:8]2[C:13]([C:14]=1[C:15]1[CH:20]=[CH:19][C:18]([C:21](=[O:23])[NH:46][CH2:45][CH2:44][CH2:43][N:37]3[CH2:42][CH2:41][O:40][CH2:39][CH2:38]3)=[CH:17][CH:16]=1)=[CH:12][C:11]([Cl:24])=[CH:10][CH:9]=2)=[O:4].